From a dataset of Peptide-MHC class I binding affinity with 185,985 pairs from IEDB/IMGT. Regression. Given a peptide amino acid sequence and an MHC pseudo amino acid sequence, predict their binding affinity value. This is MHC class I binding data. (1) The peptide sequence is IDRIREQANSV. The MHC is Mamu-A11 with pseudo-sequence Mamu-A11. The binding affinity (normalized) is 0.116. (2) The peptide sequence is LLTEVETPI. The MHC is HLA-A02:01 with pseudo-sequence HLA-A02:01. The binding affinity (normalized) is 0.706. (3) The peptide sequence is NTSTCFQEY. The MHC is HLA-B15:01 with pseudo-sequence HLA-B15:01. The binding affinity (normalized) is 0.410. (4) The peptide sequence is LALFLAHYI. The MHC is HLA-B51:01 with pseudo-sequence HLA-B51:01. The binding affinity (normalized) is 0.461. (5) The peptide sequence is VATTFITPM. The MHC is HLA-B35:01 with pseudo-sequence HLA-B35:01. The binding affinity (normalized) is 0.539.